Dataset: Full USPTO retrosynthesis dataset with 1.9M reactions from patents (1976-2016). Task: Predict the reactants needed to synthesize the given product. (1) Given the product [CH2:1]([S:8][C:9]1[CH:14]=[C:13]2[C:12](=[CH:11][CH:10]=1)[N:22]([C:23]1[CH:28]=[C:27]([F:29])[C:26]([Br:30])=[CH:25][C:24]=1[O:31][CH3:32])[C:17](=[O:18])[CH:16]=[CH:15]2)[C:2]1[CH:3]=[CH:4][CH:5]=[CH:6][CH:7]=1, predict the reactants needed to synthesize it. The reactants are: [CH2:1]([S:8][C:9]1[CH:10]=[CH:11][C:12]([NH:22][C:23]2[CH:28]=[C:27]([F:29])[C:26]([Br:30])=[CH:25][C:24]=2[O:31][CH3:32])=[C:13](/[CH:15]=[CH:16]/[C:17](OCC)=[O:18])[CH:14]=1)[C:2]1[CH:7]=[CH:6][CH:5]=[CH:4][CH:3]=1.C[O-].[Na+].Cl. (2) Given the product [F:9][C:5]1[CH:4]=[C:3]([N+:10]([O-:12])=[O:11])[C:2]([F:1])=[CH:7][C:6]=1[O:18][CH2:17][C:16]1[CH:19]=[CH:20][CH:21]=[C:14]([F:13])[CH:15]=1, predict the reactants needed to synthesize it. The reactants are: [F:1][C:2]1[CH:7]=[C:6](F)[C:5]([F:9])=[CH:4][C:3]=1[N+:10]([O-:12])=[O:11].[F:13][C:14]1[CH:15]=[C:16]([CH:19]=[CH:20][CH:21]=1)[CH2:17][OH:18]. (3) Given the product [CH3:39][O:40][C:41](=[O:42])[NH:30][C@@H:27]1[CH2:28][CH2:29][N:25]([C:9]2[N:10]=[C:11]([N:12]3[CH2:17][CH2:16][N:15]4[C:18]([C:21]([F:22])([F:23])[F:24])=[N:19][N:20]=[C:14]4[CH2:13]3)[C:6]3[CH:5]=[C:4]([CH2:1][CH2:2][CH3:3])[S:31][C:7]=3[N:8]=2)[CH2:26]1, predict the reactants needed to synthesize it. The reactants are: [CH2:1]([C:4]1[S:31][C:7]2[N:8]=[C:9]([N:25]3[CH2:29][CH2:28][C@@H:27]([NH2:30])[CH2:26]3)[N:10]=[C:11]([N:12]3[CH2:17][CH2:16][N:15]4[C:18]([C:21]([F:24])([F:23])[F:22])=[N:19][N:20]=[C:14]4[CH2:13]3)[C:6]=2[CH:5]=1)[CH2:2][CH3:3].C(N(CC)CC)C.[CH3:39][O:40][C:41](Cl)=[O:42]. (4) Given the product [NH2:63][C:51]1[C:50]2[C:55](=[CH:56][CH:57]=[CH:58][C:49]=2[O:48][CH2:47][C:46]([NH:45][C:14](=[O:16])[CH2:13][CH2:12][CH2:11][CH2:10][CH2:9][NH:8][C:6]([O:5][C:1]([CH3:2])([CH3:3])[CH3:4])=[O:7])([CH3:65])[CH3:64])[N:54]=[C:53]([CH3:59])[C:52]=1[C:60]([OH:62])=[O:61], predict the reactants needed to synthesize it. The reactants are: [C:1]([O:5][C:6]([NH:8][CH2:9][CH2:10][CH2:11][CH2:12][CH2:13][C:14]([OH:16])=O)=[O:7])([CH3:4])([CH3:3])[CH3:2].C(N(CC)CC)C.[B-](F)(F)(F)F.CN(C(ON1C(=O)CCC1=O)=[N+](C)C)C.[Cl-].[NH3+:45][C:46]([CH3:65])([CH3:64])[CH2:47][O:48][C:49]1[CH:58]=[CH:57][CH:56]=[C:55]2[C:50]=1[C:51]([NH3+:63])=[C:52]([C:60]([OH:62])=[O:61])[C:53]([CH3:59])=[N:54]2.[Cl-]. (5) Given the product [CH2:38]([O:41][C@H:42]1[C:50]2[C:45](=[CH:46][C:47]([O:51][CH:52]([CH3:54])[CH3:53])=[CH:48][CH:49]=2)[C@@H:44]([NH:55][CH2:56][C@@H:57]([O:64][Si:65]([C:68]([CH3:71])([CH3:70])[CH3:69])([CH3:66])[CH3:67])[C@@H:58]([NH:63][C:30](=[O:37])[CH2:31][CH2:32][CH2:33][CH:34]=[CH2:35])[CH2:59][CH:60]([CH3:61])[CH3:62])[CH2:43]1)[CH:39]=[CH2:40], predict the reactants needed to synthesize it. The reactants are: C(O[C@H]1C2C(=CC(Br)=CC=2)[C@@H](NC[C@@H](O)[C@@H](N)CC2C=C(F)C=C(F)C=2)C1)C=C.[C:30]([OH:37])(=O)[CH2:31][CH2:32][CH2:33][CH:34]=[CH2:35].[CH2:38]([O:41][C@H:42]1[C:50]2[C:45](=[CH:46][C:47]([O:51][CH:52]([CH3:54])[CH3:53])=[CH:48][CH:49]=2)[C@@H:44]([NH:55][CH2:56][C@@H:57]([O:64][Si:65]([C:68]([CH3:71])([CH3:70])[CH3:69])([CH3:67])[CH3:66])[C@@H:58]([NH2:63])[CH2:59][CH:60]([CH3:62])[CH3:61])[CH2:43]1)[CH:39]=[CH2:40]. (6) Given the product [Cl:1][C:2]1[CH:7]=[CH:6][C:5]([N:8]2[C:16](=[O:17])[C:15]3[N:14]=[CH:13][N:12]([C:18]4[CH:19]=[C:20]([NH:24][S:25]([CH3:28])(=[O:26])=[O:27])[CH:21]=[CH:22][CH:23]=4)[C:11]=3[N:10]=[C:9]2[C:29]2[CH:34]=[CH:33][C:32]([C:45]3[N:50]=[CH:49][CH:48]=[CH:47][N:46]=3)=[CH:31][CH:30]=2)=[CH:4][CH:3]=1, predict the reactants needed to synthesize it. The reactants are: [Cl:1][C:2]1[CH:7]=[CH:6][C:5]([N:8]2[C:16](=[O:17])[C:15]3[N:14]=[CH:13][N:12]([C:18]4[CH:19]=[C:20]([NH:24][S:25]([CH3:28])(=[O:27])=[O:26])[CH:21]=[CH:22][CH:23]=4)[C:11]=3[N:10]=[C:9]2[C:29]2[CH:34]=[CH:33][C:32](B3OC(C)(C)C(C)(C)O3)=[CH:31][CH:30]=2)=[CH:4][CH:3]=1.Br[C:45]1[N:50]=[CH:49][CH:48]=[CH:47][N:46]=1.C(=O)([O-])[O-].[Cs+].[Cs+].